From a dataset of Catalyst prediction with 721,799 reactions and 888 catalyst types from USPTO. Predict which catalyst facilitates the given reaction. (1) Reactant: [CH2:1]([NH:3][C:4](=[O:33])[NH:5][C:6]1[N:11]=[CH:10][C:9]([C:12]2[CH:17]=[CH:16][N:15]=[C:14]([C:18]([O:20]C)=O)[CH:13]=2)=[C:8]([C:22]2[S:23][CH:24]=[C:25]([C:27]3[CH:32]=[CH:31][CH:30]=[CH:29][N:28]=3)[N:26]=2)[CH:7]=1)[CH3:2].O.[NH2:35][NH2:36]. Product: [CH2:1]([NH:3][C:4]([NH:5][C:6]1[N:11]=[CH:10][C:9]([C:12]2[CH:17]=[CH:16][N:15]=[C:14]([C:18]([NH:35][NH2:36])=[O:20])[CH:13]=2)=[C:8]([C:22]2[S:23][CH:24]=[C:25]([C:27]3[CH:32]=[CH:31][CH:30]=[CH:29][N:28]=3)[N:26]=2)[CH:7]=1)=[O:33])[CH3:2]. The catalyst class is: 14. (2) Reactant: [CH3:1][C@H:2]([NH:5][C:6](=[O:12])[O:7][C:8]([CH3:11])([CH3:10])[CH3:9])[C:3]#[CH:4].[N:13]([C:16]1[CH:21]=[CH:20][C:19]([Cl:22])=[CH:18][CH:17]=1)=[N+:14]=[N-:15].C(N(C(C)C)C(C)C)C. Product: [Cl:22][C:19]1[CH:20]=[CH:21][C:16]([N:13]2[CH:4]=[C:3]([C@@H:2]([NH:5][C:6](=[O:12])[O:7][C:8]([CH3:11])([CH3:10])[CH3:9])[CH3:1])[N:15]=[N:14]2)=[CH:17][CH:18]=1. The catalyst class is: 767. (3) Reactant: [NH2:1][CH:2]([C:4]1[CH:5]=[C:6]([OH:10])[CH:7]=[CH:8][CH:9]=1)[CH3:3].C(N(CC)C(C)C)(C)C.[C:20]([O:24][C:25](O[C:25]([O:24][C:20]([CH3:23])([CH3:22])[CH3:21])=[O:26])=[O:26])([CH3:23])([CH3:22])[CH3:21]. Product: [OH:10][C:6]1[CH:5]=[C:4]([CH:2]([NH:1][C:25](=[O:26])[O:24][C:20]([CH3:23])([CH3:22])[CH3:21])[CH3:3])[CH:9]=[CH:8][CH:7]=1. The catalyst class is: 2.